From a dataset of Forward reaction prediction with 1.9M reactions from USPTO patents (1976-2016). Predict the product of the given reaction. (1) Given the reactants Br[C:2]1[CH:10]=[C:9]2[C:5]([CH2:6][CH2:7][C:8]2=[O:11])=[C:4]([N+:12]([O-])=O)[C:3]=1[NH2:15].CC([O-])=O.[Na+], predict the reaction product. The product is: [NH2:12][C:4]1[C:3]([NH2:15])=[CH:2][CH:10]=[C:9]2[C:5]=1[CH2:6][CH2:7][C:8]2=[O:11]. (2) Given the reactants [CH3:1][S:2]([O:5][C:6]1[CH:11]=[CH:10][C:9]([C:12]2([C:20]3[CH:25]=[CH:24][C:23]([F:26])=[C:22](Br)[CH:21]=3)[C:16](=[O:17])[N:15]([CH3:18])[C:14]([NH2:19])=[N:13]2)=[CH:8][CH:7]=1)(=[O:4])=[O:3].[Cl:28][C:29]1[CH:34]=[CH:33][N:32]=[CH:31][C:30]=1B1OC(C)(C)C(C)(C)O1.C(=O)([O-])[O-].[K+].[K+], predict the reaction product. The product is: [ClH:28].[CH3:1][S:2]([O:5][C:6]1[CH:11]=[CH:10][C:9]([C:12]2([C:20]3[CH:25]=[CH:24][C:23]([F:26])=[C:22]([C:30]4[CH:31]=[N:32][CH:33]=[CH:34][C:29]=4[Cl:28])[CH:21]=3)[C:16](=[O:17])[N:15]([CH3:18])[C:14]([NH2:19])=[N:13]2)=[CH:8][CH:7]=1)(=[O:4])=[O:3]. (3) Given the reactants [F:1][C:2]1[CH:3]=[CH:4][CH2:5][CH:6]2[C:11]=1[N:10]1[CH2:12][CH2:13][CH2:14][CH:9]1[C:8](=O)[NH:7]2.B.C1COCC1.CO, predict the reaction product. The product is: [F:1][C:2]1[CH:3]=[CH:4][CH2:5][CH:6]2[C:11]=1[N:10]1[CH2:12][CH2:13][CH2:14][CH:9]1[CH2:8][NH:7]2. (4) The product is: [Cl:1][CH2:2][C@:3]([C:14]1[CH:19]=[CH:18][C:17]([F:20])=[CH:16][C:15]=1[F:21])([OH:13])[C@H:4]([OH:6])[CH3:5]. Given the reactants [Cl:1][CH2:2][C@:3]([C:14]1[CH:19]=[CH:18][C:17]([F:20])=[CH:16][C:15]=1[F:21])([OH:13])[C@H:4]([O:6]C1CCCCO1)[CH3:5].O.C1(C)C=CC(S(O)(=O)=O)=CC=1, predict the reaction product. (5) Given the reactants [CH:1]1([NH:6][C:7](=[O:23])[NH:8][C@H:9]([C:17]2[CH:22]=[CH:21][CH:20]=[CH:19][CH:18]=2)[C:10]([O:12]C(C)(C)C)=[O:11])[CH2:5][CH2:4][CH2:3][CH2:2]1.C(O)(C(F)(F)F)=O, predict the reaction product. The product is: [CH:1]1([NH:6][C:7](=[O:23])[NH:8][C@H:9]([C:17]2[CH:18]=[CH:19][CH:20]=[CH:21][CH:22]=2)[C:10]([OH:12])=[O:11])[CH2:5][CH2:4][CH2:3][CH2:2]1. (6) Given the reactants [Cl-].O[NH3+:3].[C:4](=[O:7])([O-])[OH:5].[Na+].CS(C)=O.[CH2:13]([C:17]1[N:18]=[C:19]([CH3:47])[N:20]([CH2:39][C:40]2[S:44][C:43]([CH3:45])=[N:42][C:41]=2[CH3:46])[C:21](=[O:38])[C:22]=1[CH2:23][C:24]1[CH:29]=[CH:28][C:27]([C:30]2[C:31]([C:36]#[N:37])=[CH:32][CH:33]=[CH:34][CH:35]=2)=[CH:26][CH:25]=1)[CH2:14][CH2:15][CH3:16], predict the reaction product. The product is: [CH2:13]([C:17]1[N:18]=[C:19]([CH3:47])[N:20]([CH2:39][C:40]2[S:44][C:43]([CH3:45])=[N:42][C:41]=2[CH3:46])[C:21](=[O:38])[C:22]=1[CH2:23][C:24]1[CH:25]=[CH:26][C:27]([C:30]2[CH:35]=[CH:34][CH:33]=[CH:32][C:31]=2[C:36]2[NH:3][C:4](=[O:7])[O:5][N:37]=2)=[CH:28][CH:29]=1)[CH2:14][CH2:15][CH3:16].